From a dataset of Forward reaction prediction with 1.9M reactions from USPTO patents (1976-2016). Predict the product of the given reaction. The product is: [F:1][C:2]1[CH:3]=[C:4]([CH:7]=[C:8]([C:10]([F:11])([F:12])[F:13])[CH:9]=1)[CH2:5][NH:6][C:25](=[O:26])[CH:24]([C:19]1[CH:20]=[CH:21][CH:22]=[C:23]2[C:18]=1[CH:17]=[CH:16][N:15]=[CH:14]2)[CH3:28]. Given the reactants [F:1][C:2]1[CH:3]=[C:4]([CH:7]=[C:8]([C:10]([F:13])([F:12])[F:11])[CH:9]=1)[CH2:5][NH2:6].[CH:14]1[C:23]2[C:18](=[C:19]([CH:24]([CH3:28])[C:25](O)=[O:26])[CH:20]=[CH:21][CH:22]=2)[CH:17]=[CH:16][N:15]=1.C1C2C(=C(CC(O)=O)C=CC=2)C=CN=1, predict the reaction product.